Dataset: Reaction yield outcomes from USPTO patents with 853,638 reactions. Task: Predict the reaction yield, written as a fraction of the theoretical maximum amount of product (1.0 means a 100% yield; for example, 0.34 means a 34% yield). (1) The reactants are [Cl:1][C:2]1[CH:3]=[CH:4][C:5]([OH:22])=[C:6]([CH:21]=1)[C:7]([NH:9][C:10]1[CH:15]=[C:14]([C:16]([F:19])([F:18])[F:17])[CH:13]=[CH:12][C:11]=1[Cl:20])=[O:8].[C:23](Cl)(=[O:25])[CH3:24]. No catalyst specified. The product is [C:23]([O:22][C:5]1[CH:4]=[CH:3][C:2]([Cl:1])=[CH:21][C:6]=1[C:7]([NH:9][C:10]1[CH:15]=[C:14]([C:16]([F:17])([F:19])[F:18])[CH:13]=[CH:12][C:11]=1[Cl:20])=[O:8])(=[O:25])[CH3:24]. The yield is 0.340. (2) The reactants are F[C:2]1[CH:10]=[CH:9][C:5]([C:6](Cl)=[O:7])=[CH:4][CH:3]=1.Cl.[F:12][C:13]1[CH:18]=[CH:17][C:16]([C:19]2[N:23]=[C:22]([CH:24]3[CH2:29][CH2:28][CH2:27][NH:26][CH2:25]3)[O:21][N:20]=2)=[CH:15][CH:14]=1. The catalyst is C(Cl)Cl.CO. The product is [F:12][C:13]1[CH:18]=[CH:17][C:16]([C:19]2[N:23]=[C:22]([CH:24]3[CH2:29][CH2:28][CH2:27][N:26]([C:6]([C:5]4[CH:9]=[CH:10][CH:2]=[CH:3][CH:4]=4)=[O:7])[CH2:25]3)[O:21][N:20]=2)=[CH:15][CH:14]=1. The yield is 0.300.